Dataset: Reaction yield outcomes from USPTO patents with 853,638 reactions. Task: Predict the reaction yield, written as a fraction of the theoretical maximum amount of product (1.0 means a 100% yield; for example, 0.34 means a 34% yield). (1) The product is [F:26][C:2]([F:1])([F:25])[O:3][C:4]1[CH:5]=[CH:6][C:7]([N:10]2[CH:14]=[N:13][C:12]([C:15]3[CH:24]=[CH:23][C:18]([C:19]([OH:21])=[O:20])=[CH:17][CH:16]=3)=[N:11]2)=[CH:8][CH:9]=1. The catalyst is C1COCC1.O.C(Cl)Cl. The reactants are [F:1][C:2]([F:26])([F:25])[O:3][C:4]1[CH:9]=[CH:8][C:7]([N:10]2[CH:14]=[N:13][C:12]([C:15]3[CH:24]=[CH:23][C:18]([C:19]([O:21]C)=[O:20])=[CH:17][CH:16]=3)=[N:11]2)=[CH:6][CH:5]=1.[Li+].[OH-]. The yield is 0.910. (2) The reactants are [CH3:1][O:2][C:3]1[C:7]([CH2:8][N:9]2C(=O)C3C(=CC=CC=3)C2=O)=[CH:6][N:5]([C:20]2[CH:25]=[N:24][C:23]([C:26]([F:29])([F:28])[F:27])=[CH:22][N:21]=2)[N:4]=1.NN.O. The catalyst is CO. The product is [CH3:1][O:2][C:3]1[C:7]([CH2:8][NH2:9])=[CH:6][N:5]([C:20]2[CH:25]=[N:24][C:23]([C:26]([F:29])([F:27])[F:28])=[CH:22][N:21]=2)[N:4]=1. The yield is 0.770. (3) The reactants are [CH3:1][N:2]1[C:6]([C:7]([OH:9])=O)=[CH:5][C:4]([C:10]([F:13])([F:12])[F:11])=[N:3]1.O1CCCC1.C(Cl)(=O)C(Cl)=O.[NH2:25][C:26]1[CH:27]=[C:28]([CH:45]=[CH:46][C:47]=1[CH3:48])[O:29][C:30]1[CH:31]=[CH:32][C:33]2[N:34]([CH:36]=[C:37]([NH:39][C:40]([CH:42]3[CH2:44][CH2:43]3)=[O:41])[N:38]=2)[N:35]=1. The catalyst is CN(C)C=O.CN(C)C(=O)C. The product is [CH:42]1([C:40]([NH:39][C:37]2[N:38]=[C:33]3[CH:32]=[CH:31][C:30]([O:29][C:28]4[CH:45]=[CH:46][C:47]([CH3:48])=[C:26]([NH:25][C:7]([C:6]5[N:2]([CH3:1])[N:3]=[C:4]([C:10]([F:13])([F:12])[F:11])[CH:5]=5)=[O:9])[CH:27]=4)=[N:35][N:34]3[CH:36]=2)=[O:41])[CH2:43][CH2:44]1. The yield is 0.760. (4) The reactants are [C:1]([C:4]1[CH:5]=[C:6]([CH:11]=[CH:12][C:13]=1[CH3:14])[C:7]([O:9][CH3:10])=[O:8])(=[S:3])[NH2:2].I[CH3:16]. The catalyst is O1CCCC1. The product is [NH:2]=[C:1]([S:3][CH3:16])[C:4]1[CH:5]=[C:6]([CH:11]=[CH:12][C:13]=1[CH3:14])[C:7]([O:9][CH3:10])=[O:8]. The yield is 0.730.